From a dataset of Forward reaction prediction with 1.9M reactions from USPTO patents (1976-2016). Predict the product of the given reaction. (1) The product is: [NH2:1][C:2]1[N:7]=[CH:6][N:5]=[C:4]([O:8][C:9]2[CH:14]=[CH:13][C:12]([NH:15][C:16]([NH:18][CH2:19][CH3:20])=[O:17])=[C:11]([Cl:21])[CH:10]=2)[C:3]=1[CH:22]=[N:26][OH:25]. Given the reactants [NH2:1][C:2]1[N:7]=[CH:6][N:5]=[C:4]([O:8][C:9]2[CH:14]=[CH:13][C:12]([NH:15][C:16]([NH:18][CH2:19][CH3:20])=[O:17])=[C:11]([Cl:21])[CH:10]=2)[C:3]=1[CH:22]=O.Cl.[OH:25][NH2:26], predict the reaction product. (2) Given the reactants [NH2:1][C:2]1[CH:7]=[CH:6][C:5]([C:8]2[S:9][CH:10]=[C:11]([C:13]([O:15][CH2:16][CH3:17])=[O:14])[N:12]=2)=[CH:4][CH:3]=1.[C:18]([O:22][C:23]([NH:25][C:26]1[CH:31]=[CH:30][C:29]([C:32]2[S:33][CH:34]=[C:35]([C:37](O)=[O:38])[N:36]=2)=[CH:28][CH:27]=1)=[O:24])([CH3:21])([CH3:20])[CH3:19].CCN=C=NCCCN(C)C, predict the reaction product. The product is: [C:18]([O:22][C:23]([NH:25][C:26]1[CH:31]=[CH:30][C:29]([C:32]2[S:33][CH:34]=[C:35]([C:37]([NH:1][C:2]3[CH:3]=[CH:4][C:5]([C:8]4[S:9][CH:10]=[C:11]([C:13]([O:15][CH2:16][CH3:17])=[O:14])[N:12]=4)=[CH:6][CH:7]=3)=[O:38])[N:36]=2)=[CH:28][CH:27]=1)=[O:24])([CH3:21])([CH3:19])[CH3:20]. (3) Given the reactants [OH:1][C:2]1[CH:6]=[C:5]([C:7]([F:10])([F:9])[F:8])[S:4][CH:3]=1.Cl[C:12]1[C:17]([CH3:18])=[CH:16][CH:15]=[C:14]([N:19]2[CH:23]=[CH:22][C:21]([C:24]([F:27])([F:26])[F:25])=[N:20]2)[N:13]=1.C(=O)([O-])[O-].[K+].[K+].CO.O, predict the reaction product. The product is: [CH3:18][C:17]1[C:12]([O:1][C:2]2[CH:6]=[C:5]([C:7]([F:10])([F:9])[F:8])[S:4][CH:3]=2)=[N:13][C:14]([N:19]2[CH:23]=[CH:22][C:21]([C:24]([F:26])([F:25])[F:27])=[N:20]2)=[CH:15][CH:16]=1.